This data is from Full USPTO retrosynthesis dataset with 1.9M reactions from patents (1976-2016). The task is: Predict the reactants needed to synthesize the given product. (1) Given the product [C:9](/[C:8](=[C:11]1/[NH:12][C:13]2[CH:21]=[CH:20][CH:19]=[CH:18][C:14]=2[N:15]/1[CH2:16][CH3:17])/[C:6]1[C:5]([CH3:22])=[CH:4][N:3]=[C:2]([NH:1][C:34]([CH:33]2[CH2:37][CH2:38][N:30]([C:28]([O:27][C:23]([CH3:26])([CH3:25])[CH3:24])=[O:29])[CH2:31][CH2:32]2)=[O:35])[N:7]=1)#[N:10], predict the reactants needed to synthesize it. The reactants are: [NH2:1][C:2]1[N:7]=[C:6](/[C:8](=[C:11]2\[NH:12][C:13]3[CH:21]=[CH:20][CH:19]=[CH:18][C:14]=3[N:15]\2[CH2:16][CH3:17])/[C:9]#[N:10])[C:5]([CH3:22])=[CH:4][N:3]=1.[C:23]([O:27][C:28]([N:30]1[CH2:38][CH2:37][CH:33]([C:34](O)=[O:35])[CH2:32][CH2:31]1)=[O:29])([CH3:26])([CH3:25])[CH3:24]. (2) Given the product [CH3:1][O:2][C:3]1[CH:8]=[CH:7][C:6]([O:9][CH3:10])=[CH:5][C:4]=1[C:11]1[C:12](=[O:23])[O:13][C:14]2[C:19]([C:20]=1[CH3:21])=[CH:18][CH:17]=[C:16]([O:22][C:31](=[O:40])[N:32]([CH3:39])[C:33]1[CH:38]=[CH:37][CH:36]=[CH:35][CH:34]=1)[CH:15]=2, predict the reactants needed to synthesize it. The reactants are: [CH3:1][O:2][C:3]1[CH:8]=[CH:7][C:6]([O:9][CH3:10])=[CH:5][C:4]=1[C:11]1[C:12](=[O:23])[O:13][C:14]2[C:19]([C:20]=1[CH3:21])=[CH:18][CH:17]=[C:16]([OH:22])[CH:15]=2.[I-].C[N+]1C=CN([C:31](=[O:40])[N:32]([CH3:39])[C:33]2[CH:38]=[CH:37][CH:36]=[CH:35][CH:34]=2)C=1. (3) Given the product [C:12]1(=[C:15]([C:4]2[CH:5]=[CH:6][C:1]([OH:7])=[CH:2][CH:3]=2)[C:17]2[CH:18]=[CH:19][C:20]([C:21]([O:23][CH3:24])=[O:22])=[CH:25][CH:26]=2)[CH2:11][CH2:10][CH2:9][CH2:14][CH2:13]1, predict the reactants needed to synthesize it. The reactants are: [C:1]1(=[O:7])[CH2:6][CH2:5][CH2:4][CH2:3][CH2:2]1.O[C:9]1[CH:14]=[CH:13][C:12]([C:15]([C:17]2[CH:26]=[CH:25][C:20]([C:21]([O:23][CH3:24])=[O:22])=[CH:19][CH:18]=2)=O)=[CH:11][CH:10]=1. (4) Given the product [Br:22][C:19]1[N:18]=[C:17]([C:23]2[S:8][C:7]([C:1]3[CH:6]=[CH:5][CH:4]=[CH:3][CH:2]=3)=[N:26][N:25]=2)[C:16]([NH2:15])=[N:21][CH:20]=1, predict the reactants needed to synthesize it. The reactants are: [C:1]1([C:7](SCC(OC)=O)=[S:8])[CH:6]=[CH:5][CH:4]=[CH:3][CH:2]=1.[NH2:15][C:16]1[C:17]([C:23]([NH:25][NH2:26])=O)=[N:18][C:19]([Br:22])=[CH:20][N:21]=1.Cl.